This data is from Catalyst prediction with 721,799 reactions and 888 catalyst types from USPTO. The task is: Predict which catalyst facilitates the given reaction. (1) Reactant: [Br:1][C:2]1[CH:3]=[N:4][C:5]([O:14][CH3:15])=[C:6]([CH:13]=1)[C:7](N(OC)C)=[O:8].[CH3:16][Mg+].[Br-].[NH4+].[Cl-]. Product: [Br:1][C:2]1[CH:13]=[C:6]([C:7](=[O:8])[CH3:16])[C:5]([O:14][CH3:15])=[N:4][CH:3]=1. The catalyst class is: 1. (2) Reactant: C(N(CC)CC)C.C(O)=O.[Cl:11][C:12]1[C:13]([I:20])=[C:14]([CH:17]=[CH:18][CH:19]=1)[CH:15]=O.[CH3:21][C:22]1(C)[O:27]C(=O)CC(=O)[O:23]1. Product: [Cl:11][C:12]1[C:13]([I:20])=[C:14]([CH2:15][CH2:21][C:22]([OH:27])=[O:23])[CH:17]=[CH:18][CH:19]=1. The catalyst class is: 9. (3) Reactant: [Si:1]([O:8][CH2:9][CH:10]([NH:20][C:21]([C:23]1[N:24]=[C:25]([N:28]2[CH2:31][CH:30]([OH:32])[CH2:29]2)[S:26][CH:27]=1)=[O:22])[CH2:11][O:12][Si:13]([C:16]([CH3:19])([CH3:18])[CH3:17])([CH3:15])[CH3:14])([C:4]([CH3:7])([CH3:6])[CH3:5])([CH3:3])[CH3:2].[CH3:33][S:34](Cl)(=[O:36])=[O:35].C(N(CC)CC)C. Product: [Si:1]([O:8][CH2:9][CH:10]([NH:20][C:21]([C:23]1[N:24]=[C:25]([N:28]2[CH2:31][CH:30]([O:32][S:34]([CH3:33])(=[O:36])=[O:35])[CH2:29]2)[S:26][CH:27]=1)=[O:22])[CH2:11][O:12][Si:13]([C:16]([CH3:18])([CH3:19])[CH3:17])([CH3:15])[CH3:14])([C:4]([CH3:5])([CH3:6])[CH3:7])([CH3:2])[CH3:3]. The catalyst class is: 2. (4) Reactant: Br[CH2:2][C:3]([NH2:5])=[O:4].[CH3:6][CH:7]1[CH2:11][CH2:10][CH2:9][N:8]1[CH2:12][CH2:13][CH2:14][O:15][C:16]1[CH:21]=[CH:20][C:19]([C:22]2[S:23][C:24]3[CH2:30][CH2:29][NH:28][CH2:27][CH2:26][C:25]=3[N:31]=2)=[CH:18][CH:17]=1.C(N(C(C)C)CC)(C)C.C(=O)([O-])[O-].[K+].[K+]. Product: [CH3:6][CH:7]1[CH2:11][CH2:10][CH2:9][N:8]1[CH2:12][CH2:13][CH2:14][O:15][C:16]1[CH:17]=[CH:18][C:19]([C:22]2[S:23][C:24]3[CH2:30][CH2:29][N:28]([CH2:2][C:3]([NH2:5])=[O:4])[CH2:27][CH2:26][C:25]=3[N:31]=2)=[CH:20][CH:21]=1. The catalyst class is: 16. (5) Reactant: [Cl:1][C:2]1[CH:3]=[C:4]([C@@H:9]([C@H:17]2[CH2:21][O:20]C3(CCCCC3)[O:18]2)[NH:10][S@](C(C)(C)C)=O)[CH:5]=[CH:6][C:7]=1[Cl:8].Cl.CC(O)C.O1CCOCC1. Product: [ClH:1].[NH2:10][C@@H:9]([C:4]1[CH:5]=[CH:6][C:7]([Cl:8])=[C:2]([Cl:1])[CH:3]=1)[C@H:17]([OH:18])[CH2:21][OH:20]. The catalyst class is: 232. (6) Product: [Cl:1][C:2]1[CH:11]=[CH:10][N:9]=[C:8]2[C:3]=1[C:4]1[CH:16]=[C:15]([C:17]([NH:33][CH2:29][CH2:30][N:31]([CH3:34])[CH3:32])=[O:19])[CH:14]=[CH:13][C:5]=1[C:6](=[O:12])[NH:7]2. Reactant: [Cl:1][C:2]1[CH:11]=[CH:10][N:9]=[C:8]2[C:3]=1[C:4]1[CH:16]=[C:15]([C:17]([OH:19])=O)[CH:14]=[CH:13][C:5]=1[C:6](=[O:12])[NH:7]2.CCN(C(C)C)C(C)C.[CH:29]1[N:33]=[CH:32][N:31]([C:34](N2C=NC=C2)=O)[CH:30]=1.CN(C)CCN. The catalyst class is: 3. (7) Reactant: C[O:2][C:3]([CH:5]1[CH2:9][CH2:8][CH2:7][N:6]1[N:10]([CH2:31][CH2:32][C:33]([CH3:36])([CH3:35])[CH3:34])[C:11](=[O:30])[CH2:12][C:13]1[NH:18][C:17]2[CH:19]=[CH:20][C:21]([NH:23][S:24]([CH3:27])(=[O:26])=[O:25])=[CH:22][C:16]=2[S:15](=[O:29])(=[O:28])[N:14]=1)=O.[O-]CC.[Na+]. Product: [CH3:35][C:33]([CH3:34])([CH3:36])[CH2:32][CH2:31][N:10]1[C:11](=[O:30])[C:12]([C:13]2[NH:18][C:17]3[CH:19]=[CH:20][C:21]([NH:23][S:24]([CH3:27])(=[O:25])=[O:26])=[CH:22][C:16]=3[S:15](=[O:29])(=[O:28])[N:14]=2)=[C:3]([OH:2])[CH:5]2[CH2:9][CH2:8][CH2:7][N:6]12. The catalyst class is: 8.